This data is from Forward reaction prediction with 1.9M reactions from USPTO patents (1976-2016). The task is: Predict the product of the given reaction. Given the reactants [Cl:1][C:2]1[CH:3]=[C:4]([OH:8])[CH:5]=[N:6][CH:7]=1.C(=O)([O-])[O-].[K+].[K+].Br[CH:16]([CH2:21][CH3:22])[C:17]([O:19][CH3:20])=[O:18].O, predict the reaction product. The product is: [Cl:1][C:2]1[CH:3]=[C:4]([O:8][CH:16]([CH2:21][CH3:22])[C:17]([O:19][CH3:20])=[O:18])[CH:5]=[N:6][CH:7]=1.